From a dataset of Forward reaction prediction with 1.9M reactions from USPTO patents (1976-2016). Predict the product of the given reaction. (1) Given the reactants COC(=O)[NH:4][C:5]12[CH2:12][CH2:11][C:8]([C:13]3[NH:21][C:20]4[C:19](=[O:22])[N:18]([CH2:23][CH2:24][CH3:25])[C:17](=[O:26])[N:16]([CH2:27][CH2:28][CH3:29])[C:15]=4[N:14]=3)([CH2:9][CH2:10]1)[CH2:7][CH2:6]2, predict the reaction product. The product is: [NH2:4][C:5]12[CH2:12][CH2:11][C:8]([C:13]3[NH:21][C:20]4[C:19](=[O:22])[N:18]([CH2:23][CH2:24][CH3:25])[C:17](=[O:26])[N:16]([CH2:27][CH2:28][CH3:29])[C:15]=4[N:14]=3)([CH2:9][CH2:10]1)[CH2:7][CH2:6]2. (2) Given the reactants [CH:1]([C@@H:4]1[CH2:9][CH2:8][C@@H:7]([CH3:10])[CH2:6][C@H:5]1[C:11](Cl)=[O:12])([CH3:3])[CH3:2].[OH-].[NH4+:15], predict the reaction product. The product is: [CH:1]([C@@H:4]1[CH2:9][CH2:8][C@@H:7]([CH3:10])[CH2:6][C@H:5]1[C:11]([NH2:15])=[O:12])([CH3:3])[CH3:2]. (3) Given the reactants C([O:4][C:5]([CH3:27])([C:7]1[O:8][C:9]([C:12]2[CH:17]=[CH:16][N:15]=[C:14]([NH:18][C:19]3[CH:24]=[CH:23][C:22]([S:25][CH3:26])=[CH:21][CH:20]=3)[CH:13]=2)=[N:10][N:11]=1)[CH3:6])(=O)C.[OH-].[Na+].O1CCCC1.CO, predict the reaction product. The product is: [CH3:26][S:25][C:22]1[CH:23]=[CH:24][C:19]([NH:18][C:14]2[CH:13]=[C:12]([C:9]3[O:8][C:7]([C:5]([OH:4])([CH3:6])[CH3:27])=[N:11][N:10]=3)[CH:17]=[CH:16][N:15]=2)=[CH:20][CH:21]=1. (4) Given the reactants Cl.O1CCOCC1.[Si]([O:15][CH2:16][C@H:17]([OH:39])[CH2:18][N:19]1[C:27]([C:28]2[CH:33]=[CH:32][CH:31]=[C:30]([Cl:34])[CH:29]=2)=[C:26]2[C:21]([N:22]([CH3:38])[C:23](=[O:37])[N:24]([CH3:36])[C:25]2=[O:35])=[CH:20]1)(C(C)(C)C)(C)C.[Cl:40][C:41]1[N:42]=[C:43]([CH:46]=O)[S:44][CH:45]=1.[O-]S(C(F)(F)F)(=O)=O.[Bi+3].[O-]S(C(F)(F)F)(=O)=O.[O-]S(C(F)(F)F)(=O)=O, predict the reaction product. The product is: [Cl:34][C:30]1[CH:29]=[C:28]([C:27]2[N:19]3[C:20]([CH:46]([C:43]4[S:44][CH:45]=[C:41]([Cl:40])[N:42]=4)[O:39][C@@H:17]([CH2:16][OH:15])[CH2:18]3)=[C:21]3[N:22]([CH3:38])[C:23](=[O:37])[N:24]([CH3:36])[C:25](=[O:35])[C:26]=23)[CH:33]=[CH:32][CH:31]=1.